The task is: Predict the reactants needed to synthesize the given product.. This data is from Full USPTO retrosynthesis dataset with 1.9M reactions from patents (1976-2016). Given the product [CH:26]1([C:24]#[C:25][C:2]2[CH:3]=[CH:4][C:5]([C:8]([NH:10][S:11]([C:14]3[CH:19]=[CH:18][CH:17]=[CH:16][C:15]=3[S:20](=[O:23])(=[O:22])[NH2:21])(=[O:13])=[O:12])=[O:9])=[N:6][CH:7]=2)[CH2:31][CH2:30][CH2:29][CH2:28][CH2:27]1, predict the reactants needed to synthesize it. The reactants are: Br[C:2]1[CH:3]=[CH:4][C:5]([C:8]([NH:10][S:11]([C:14]2[CH:19]=[CH:18][CH:17]=[CH:16][C:15]=2[S:20](=[O:23])(=[O:22])[NH2:21])(=[O:13])=[O:12])=[O:9])=[N:6][CH:7]=1.[C:24]([CH:26]1[CH2:31][CH2:30][CH2:29][CH2:28][CH2:27]1)#[CH:25].